Dataset: Full USPTO retrosynthesis dataset with 1.9M reactions from patents (1976-2016). Task: Predict the reactants needed to synthesize the given product. (1) The reactants are: [CH:1]1([N:5]2[CH2:11][CH2:10][C:9]3[CH:12]=[CH:13][C:14]([O:16][CH2:17][CH2:18][CH2:19][C:20](O)=[O:21])=[CH:15][C:8]=3[CH2:7][CH2:6]2)[CH2:4][CH2:3][CH2:2]1.O.ON1C2C=CC=CC=2N=N1.C1(N=C=N)CCCCC1.[NH:43]1[CH2:48][CH2:47][O:46][CH2:45][CH2:44]1. Given the product [CH:1]1([N:5]2[CH2:11][CH2:10][C:9]3[CH:12]=[CH:13][C:14]([O:16][CH2:17][CH2:18][CH2:19][C:20]([N:43]4[CH2:48][CH2:47][O:46][CH2:45][CH2:44]4)=[O:21])=[CH:15][C:8]=3[CH2:7][CH2:6]2)[CH2:4][CH2:3][CH2:2]1, predict the reactants needed to synthesize it. (2) Given the product [CH3:24][O:23][C:16]1[CH:17]=[CH:18][CH:19]=[C:20]2[C:15]=1[O:14][C@@H:13]([CH2:12][N:25]1[CH2:26][CH:27]=[C:28]([C:31]3[C:39]4[C:34](=[CH:35][CH:36]=[CH:37][CH:38]=4)[NH:33][CH:32]=3)[CH2:29][CH2:30]1)[CH2:22][CH2:21]2, predict the reactants needed to synthesize it. The reactants are: CC1C=CC(S(O[CH2:12][C@H:13]2[CH2:22][CH2:21][C:20]3[C:15](=[C:16]([O:23][CH3:24])[CH:17]=[CH:18][CH:19]=3)[O:14]2)(=O)=O)=CC=1.[NH:25]1[CH2:30][CH:29]=[C:28]([C:31]2[C:39]3[C:34](=[CH:35][CH:36]=[CH:37][CH:38]=3)[NH:33][CH:32]=2)[CH2:27][CH2:26]1. (3) Given the product [F:15][C:12]1[CH:11]=[CH:10][C:9]([CH2:8][C:6]2[CH:7]=[C:2]([NH:1][CH3:21])[C:3]([C:16]([O:18][CH3:19])=[O:17])=[N:4][CH:5]=2)=[CH:14][CH:13]=1, predict the reactants needed to synthesize it. The reactants are: [NH2:1][C:2]1[C:3]([C:16]([O:18][CH3:19])=[O:17])=[N:4][CH:5]=[C:6]([CH2:8][C:9]2[CH:14]=[CH:13][C:12]([F:15])=[CH:11][CH:10]=2)[CH:7]=1.F[C:21](F)(F)C(OC(=O)C(F)(F)F)=O.CI. (4) Given the product [Cl:10][C:11]1[CH:12]=[C:13]([C:18]2[C:30]([O:31][CH:32]([F:33])[F:34])=[CH:29][C:21]([C:22]([NH:24][S:25]([CH3:28])(=[O:26])=[O:27])=[O:23])=[C:20]([F:35])[CH:19]=2)[CH:14]=[N:15][C:16]=1[O:9][C:4]1[CH:3]=[C:2]([Cl:1])[CH:7]=[C:6]([Cl:8])[CH:5]=1, predict the reactants needed to synthesize it. The reactants are: [Cl:1][C:2]1[CH:3]=[C:4]([OH:9])[CH:5]=[C:6]([Cl:8])[CH:7]=1.[Cl:10][C:11]1[CH:12]=[C:13]([C:18]2[C:30]([O:31][CH:32]([F:34])[F:33])=[CH:29][C:21]([C:22]([NH:24][S:25]([CH3:28])(=[O:27])=[O:26])=[O:23])=[C:20]([F:35])[CH:19]=2)[CH:14]=[N:15][C:16]=1F.C(=O)([O-])[O-].[Cs+].[Cs+]. (5) Given the product [CH3:1][C:2]([CH3:28])([CH2:26][CH3:27])[C:3](=[O:25])[C:4]([CH:6]1[CH2:11][CH2:10][CH2:9][NH:8][N:7]1[C:12](=[O:24])[CH2:13][CH2:14][CH2:15][CH2:16][CH2:17][C:18]1[CH:19]=[N:20][CH:21]=[CH:22][CH:23]=1)=[O:5], predict the reactants needed to synthesize it. The reactants are: [CH3:1][C:2]([CH3:28])([CH2:26][CH3:27])[C:3](=[O:25])[C:4]([CH:6]1[CH2:11][CH2:10][CH2:9][NH:8][N:7]1[C:12](=[O:24])[CH2:13][CH2:14][CH2:15][C:16]#[C:17][C:18]1[CH:19]=[N:20][CH:21]=[CH:22][CH:23]=1)=[O:5]. (6) The reactants are: Cl.[Cl:2][C:3]1[CH:4]=[C:5]([CH:10]([C:12]2[O:16][CH:15]=[N:14][CH:13]=2)[NH2:11])[CH:6]=[CH:7][C:8]=1[Cl:9].C(Cl)Cl.C1N=CN([C:25](N2C=NC=C2)=[O:26])C=1.[O:32]1[CH2:37][CH2:36][CH:35]([NH:38][C:39]2[N:40]=[CH:41][C:42]3[CH2:48][CH2:47][NH:46][CH2:45][C:43]=3[N:44]=2)[CH2:34][CH2:33]1. Given the product [Cl:2][C:3]1[CH:4]=[C:5]([CH:10]([C:12]2[O:16][CH:15]=[N:14][CH:13]=2)[NH:11][C:25]([N:46]2[CH2:47][CH2:48][C:42]3[CH:41]=[N:40][C:39]([NH:38][CH:35]4[CH2:34][CH2:33][O:32][CH2:37][CH2:36]4)=[N:44][C:43]=3[CH2:45]2)=[O:26])[CH:6]=[CH:7][C:8]=1[Cl:9], predict the reactants needed to synthesize it. (7) The reactants are: C([O:3][C:4]([C:6]1[C:11]([C:12]2[CH:17]=[CH:16][CH:15]=[CH:14][CH:13]=2)=[N:10][N:9](C2CCCCO2)[C:8](=[O:24])[CH:7]=1)=[CH2:5])C. Given the product [C:4]([C:6]1[C:11]([C:12]2[CH:13]=[CH:14][CH:15]=[CH:16][CH:17]=2)=[N:10][NH:9][C:8](=[O:24])[CH:7]=1)(=[O:3])[CH3:5], predict the reactants needed to synthesize it.